Dataset: Catalyst prediction with 721,799 reactions and 888 catalyst types from USPTO. Task: Predict which catalyst facilitates the given reaction. (1) Reactant: [NH2:1][C:2]1[CH:20]=[CH:19][CH:18]=[CH:17][C:3]=1[C:4]([NH:6][C:7]1[CH:12]=[CH:11][CH:10]=[C:9]([C:13]([F:16])([F:15])[F:14])[CH:8]=1)=[O:5].[Br:21][C:22]1[CH:23]=[C:24]([CH:30]=O)[CH:25]=[N:26][C:27]=1[O:28][CH3:29].C12(CS(O)(=O)=O)C(C)(C)C(CC1)CC2=O.O. Product: [F:16][C:13]([F:14])([F:15])[C:9]1[CH:8]=[C:7]([N:6]2[C:4](=[O:5])[C:3]3[C:2](=[CH:20][CH:19]=[CH:18][CH:17]=3)[NH:1][CH:30]2[C:24]2[CH:25]=[N:26][C:27]([O:28][CH3:29])=[C:22]([Br:21])[CH:23]=2)[CH:12]=[CH:11][CH:10]=1. The catalyst class is: 11. (2) The catalyst class is: 20. Reactant: Cl[C:2]1[CH:3]=[C:4]2[C:9](=[C:10]([NH2:12])[N:11]=1)[CH:8]=[N:7][C:6]1[CH:13]=[C:14]([O:19][CH2:20][CH2:21][O:22][CH3:23])[C:15]([O:17][CH3:18])=[CH:16][C:5]2=1.[CH3:24][NH:25][CH3:26]. Product: [CH3:18][O:17][C:15]1[C:14]([O:19][CH2:20][CH2:21][O:22][CH3:23])=[CH:13][C:6]2[N:7]=[CH:8][C:9]3[C:4]([C:5]=2[CH:16]=1)=[CH:3][C:2]([N:25]([CH3:26])[CH3:24])=[N:11][C:10]=3[NH2:12]. (3) Reactant: Br[CH2:2][C:3]1[CH:8]=[CH:7][C:6]([C:9]2[C:16]([C:17]3[CH:22]=[CH:21][CH:20]=[CH:19][CH:18]=3)=[CH:15][C:12]([C:13]#[N:14])=[C:11]([Cl:23])[N:10]=2)=[CH:5][CH:4]=1.CO.[S:26]1[CH:30]=[C:29]([C:31]2[CH:36]=[CH:35][C:34]([CH2:37][NH2:38])=[CH:33][CH:32]=2)[N:28]=[N:27]1.CCN(C(C)C)C(C)C. Product: [Cl:23][C:11]1[N:10]=[C:9]([C:6]2[CH:7]=[CH:8][C:3]([CH2:2][NH:38][CH2:37][C:34]3[CH:33]=[CH:32][C:31]([C:29]4[N:28]=[N:27][S:26][CH:30]=4)=[CH:36][CH:35]=3)=[CH:4][CH:5]=2)[C:16]([C:17]2[CH:22]=[CH:21][CH:20]=[CH:19][CH:18]=2)=[CH:15][C:12]=1[C:13]#[N:14]. The catalyst class is: 1. (4) Reactant: [C:1]([OH:10])(=O)[C:2]1[C:3](=[CH:5][CH:6]=[CH:7][CH:8]=1)[SH:4].[CH3:11][Li]. Product: [SH:4][C:3]1[CH:5]=[CH:6][CH:7]=[CH:8][C:2]=1[C:1](=[O:10])[CH3:11]. The catalyst class is: 7. (5) Reactant: Br[CH2:2][C:3]1[C:8]([CH3:9])=[CH:7][CH:6]=[CH:5][C:4]=1[N:10]1[C:14](=[O:15])[N:13]([CH3:16])[N:12]=[N:11]1.[N+:17]([C:20]1[CH:25]=[CH:24][C:23]([OH:26])=[C:22]([CH3:27])[CH:21]=1)([O-:19])=[O:18].C(=O)([O-])[O-].[K+].[K+].C(#N)C. Product: [N+:17]([C:20]1[CH:25]=[CH:24][C:23]([O:26][CH2:2][C:3]2[C:8]([CH3:9])=[CH:7][CH:6]=[CH:5][C:4]=2[N:10]2[C:14](=[O:15])[N:13]([CH3:16])[N:12]=[N:11]2)=[C:22]([CH3:27])[CH:21]=1)([O-:19])=[O:18]. The catalyst class is: 6. (6) Reactant: [F:1][CH:2]([F:32])[C:3]1[S:7][C:6]([C:8]([NH:10][C:11]2[N:15]([CH2:16][CH:17]3[CH2:20][N:19](C(OC(C)(C)C)=O)[CH2:18]3)[C:14]3[CH:28]=[CH:29][CH:30]=[CH:31][C:13]=3[N:12]=2)=[O:9])=[CH:5][CH:4]=1. Product: [NH:19]1[CH2:18][CH:17]([CH2:16][N:15]2[C:14]3[CH:28]=[CH:29][CH:30]=[CH:31][C:13]=3[N:12]=[C:11]2[NH:10][C:8]([C:6]2[S:7][C:3]([CH:2]([F:32])[F:1])=[CH:4][CH:5]=2)=[O:9])[CH2:20]1. The catalyst class is: 557.